Predict the product of the given reaction. From a dataset of Forward reaction prediction with 1.9M reactions from USPTO patents (1976-2016). (1) Given the reactants [Br:1][C:2]1[CH:3]=[C:4]([OH:11])[CH:5]=[C:6]([N+:8]([O-:10])=[O:9])[CH:7]=1.C([O-])([O-])=O.[K+].[K+].[CH2:18](Br)[C:19]1[CH:24]=[CH:23][CH:22]=[CH:21][CH:20]=1, predict the reaction product. The product is: [CH2:18]([O:11][C:4]1[CH:5]=[C:6]([N+:8]([O-:10])=[O:9])[CH:7]=[C:2]([Br:1])[CH:3]=1)[C:19]1[CH:24]=[CH:23][CH:22]=[CH:21][CH:20]=1. (2) Given the reactants [Cl:1][C:2]1[C:11]2[C:6](=[CH:7][CH:8]=[C:9]([F:12])[CH:10]=2)[C:5]([O:13]C)=[CH:4][N:3]=1.B(Br)(Br)Br, predict the reaction product. The product is: [Cl:1][C:2]1[C:11]2[C:6](=[CH:7][CH:8]=[C:9]([F:12])[CH:10]=2)[C:5]([OH:13])=[CH:4][N:3]=1. (3) Given the reactants [F-].C([N+](CCCC)(CCCC)CCCC)CCC.C([Si](C)(C)[O:24][CH2:25][CH2:26][N:27]1[C:31]([CH3:32])=[CH:30][C:29]([C:33]2[CH:34]=[CH:35][C:36]([CH3:56])=[C:37]([NH:39][C:40]([C:42]3[C@H:47]([C:48]4[CH:53]=[CH:52][C:51]([F:54])=[CH:50][CH:49]=4)[CH2:46][C:45](=[O:55])[NH:44][CH:43]=3)=[O:41])[CH:38]=2)=[N:28]1)(C)(C)C, predict the reaction product. The product is: [OH:24][CH2:25][CH2:26][N:27]1[C:31]([CH3:32])=[CH:30][C:29]([C:33]2[CH:34]=[CH:35][C:36]([CH3:56])=[C:37]([NH:39][C:40]([C:42]3[C@H:47]([C:48]4[CH:49]=[CH:50][C:51]([F:54])=[CH:52][CH:53]=4)[CH2:46][C:45](=[O:55])[NH:44][CH:43]=3)=[O:41])[CH:38]=2)=[N:28]1. (4) Given the reactants [CH3:1][O:2][C:3](=[O:14])[CH2:4][CH2:5][CH2:6][CH2:7][CH2:8][CH2:9][CH2:10][C:11](O)=[O:12].B.CSC.C([O-])([O-])=O.[K+].[K+], predict the reaction product. The product is: [CH3:1][O:2][C:3](=[O:14])[CH2:4][CH2:5][CH2:6][CH2:7][CH2:8][CH2:9][CH2:10][CH2:11][OH:12]. (5) Given the reactants [NH2:1][C:2]1[N:23]=[CH:22][C:21](N)=[CH:20][C:3]=1[C:4]([NH:6][CH2:7][C:8]1[S:9][C:10]([O:13][C:14]2[CH:19]=[CH:18][CH:17]=[CH:16][CH:15]=2)=[CH:11][CH:12]=1)=[O:5].N([O-])=O.[Na+].[C:29](=O)(O)[O-:30].[Na+], predict the reaction product. The product is: [NH2:1][C:2]1[N:23]=[C:22]([O:30][CH3:29])[CH:21]=[CH:20][C:3]=1[C:4]([NH:6][CH2:7][C:8]1[S:9][C:10]([O:13][C:14]2[CH:19]=[CH:18][CH:17]=[CH:16][CH:15]=2)=[CH:11][CH:12]=1)=[O:5]. (6) Given the reactants Cl[C:2]1[CH:19]=[C:6]2[C:7]3[C:12]([CH2:13][CH2:14][N:5]2[C:4](=[O:20])[N:3]=1)=[CH:11][C:10]([O:15][CH3:16])=[C:9]([O:17][CH3:18])[CH:8]=3.[CH3:21][C:22]1[CH:27]=[C:26]([CH3:28])[CH:25]=[C:24]([CH3:29])[C:23]=1[OH:30].C(=O)([O-])[O-].[K+].[K+].C(OCC)(=O)C, predict the reaction product. The product is: [CH3:16][O:15][C:10]1[CH:11]=[C:12]2[C:7](=[CH:8][C:9]=1[O:17][CH3:18])[C:6]1=[CH:19][C:2]([O:30][C:23]3[C:24]([CH3:29])=[CH:25][C:26]([CH3:28])=[CH:27][C:22]=3[CH3:21])=[N:3][C:4](=[O:20])[N:5]1[CH2:14][CH2:13]2. (7) Given the reactants [CH3:1][S:2]([C:5]1[CH:10]=[CH:9][C:8](B(O)O)=[CH:7][CH:6]=1)(=[O:4])=[O:3].Cl[C:15]1[N:20]=[C:19]([NH2:21])[N:18]=[C:17]([NH:22][CH3:23])[CH:16]=1, predict the reaction product. The product is: [CH3:1][S:2]([C:5]1[CH:10]=[CH:9][C:8]([C:15]2[N:20]=[C:19]([NH2:21])[N:18]=[C:17]([NH:22][CH3:23])[CH:16]=2)=[CH:7][CH:6]=1)(=[O:4])=[O:3].